Dataset: Forward reaction prediction with 1.9M reactions from USPTO patents (1976-2016). Task: Predict the product of the given reaction. (1) The product is: [CH3:18][C:15]1([CH3:19])[N:14]([C:20]([O:22][C:23]([CH3:24])([CH3:25])[CH3:26])=[O:21])[C@@:13]([CH3:27])([C:11](=[O:12])[NH:10][CH2:9][C:8](=[O:28])[C:5]2[CH:6]=[CH:7][C:2]([O:1][CH2:44][CH2:43][CH2:42][CH2:41][CH2:40][CH2:39][C:33]3[CH:38]=[CH:37][CH:36]=[CH:35][CH:34]=3)=[C:3]([C:29]([F:31])([F:32])[F:30])[CH:4]=2)[CH2:17][O:16]1. Given the reactants [OH:1][C:2]1[CH:7]=[CH:6][C:5]([C:8](=[O:28])[CH2:9][NH:10][C:11]([C@@:13]2([CH3:27])[CH2:17][O:16][C:15]([CH3:19])([CH3:18])[N:14]2[C:20]([O:22][C:23]([CH3:26])([CH3:25])[CH3:24])=[O:21])=[O:12])=[CH:4][C:3]=1[C:29]([F:32])([F:31])[F:30].[C:33]1([CH2:39][CH2:40][CH2:41][CH2:42][CH2:43][CH2:44]O)[CH:38]=[CH:37][CH:36]=[CH:35][CH:34]=1.C1C=CC(P(C2C=CC=CC=2)C2C=CC=CC=2)=CC=1.CC(OC(/N=N/C(OC(C)C)=O)=O)C, predict the reaction product. (2) Given the reactants [CH2:1]([NH2:19])[CH2:2][CH2:3][CH2:4][CH2:5][CH2:6][CH2:7][CH2:8][CH2:9][CH2:10][CH2:11][CH2:12][CH2:13][CH2:14][CH2:15][CH2:16][CH2:17][CH3:18].[C:20]([CH2:22][C:23]([O:25]CC)=O)#N.[C:28](OCC)(=O)[CH2:29]C(C)=O.[NH:37]1[CH2:42][CH2:41][CH2:40][CH2:39][CH2:38]1.Cl, predict the reaction product. The product is: [CH2:1]([N:19]1[CH:29]=[CH:28][CH:20]=[CH:22][C:23]1=[O:25])[CH2:2][CH2:3][CH2:4][CH2:5][CH2:6][CH2:7][CH2:8][CH2:9][CH2:10][CH2:11][CH2:12][CH2:13][CH2:14][CH2:15][CH2:16][CH2:17][CH3:18].[CH2:18]([N:37]1[CH:42]=[CH:41][CH:40]=[CH:39][CH2:38]1)[CH2:17][CH2:16][CH2:15][CH2:14][CH2:13][CH2:12][CH2:11][CH2:10][CH2:9][CH2:8][CH2:7][CH2:6][CH2:5][CH2:4][CH2:3][CH2:2][CH3:1].